Dataset: Forward reaction prediction with 1.9M reactions from USPTO patents (1976-2016). Task: Predict the product of the given reaction. (1) Given the reactants [CH2:1]([N:8]1[CH2:12][CH:11]([CH2:13]OS(C)(=O)=O)[CH:10]([CH2:19]OS(C)(=O)=O)[CH2:9]1)[C:2]1[CH:7]=[CH:6][CH:5]=[CH:4][CH:3]=1.[S-2:25].[Na+].[Na+].CCCCCCCC(C([NH3+])(C(CCCCCCC)=O)C(CCCCCCC)=O)=O.[Cl-].C1(C)C=CC=CC=1, predict the reaction product. The product is: [CH2:1]([N:8]1[CH2:9][CH:10]2[CH2:19][S:25][CH2:13][CH:11]2[CH2:12]1)[C:2]1[CH:3]=[CH:4][CH:5]=[CH:6][CH:7]=1. (2) Given the reactants [CH3:1][C:2]1[C:6]([CH2:7][N:8]2[CH:12]=[C:11]([N:13]3[C:17](=[O:18])[CH2:16][NH:15][C:14]3=[O:19])[CH:10]=[N:9]2)=[C:5]([CH3:20])[O:4][N:3]=1.Br[CH2:22][C:23]1[CH:30]=[CH:29][CH:28]=[CH:27][C:24]=1[C:25]#[N:26], predict the reaction product. The product is: [CH3:1][C:2]1[C:6]([CH2:7][N:8]2[CH:12]=[C:11]([N:13]3[C:17](=[O:18])[CH2:16][N:15]([CH2:22][C:23]4[CH:30]=[CH:29][CH:28]=[CH:27][C:24]=4[C:25]#[N:26])[C:14]3=[O:19])[CH:10]=[N:9]2)=[C:5]([CH3:20])[O:4][N:3]=1. (3) Given the reactants [N+:1]([C:4]1[CH:5]=[C:6]([C:10]2[CH2:14][CH:13]([CH2:15][CH2:16][CH:17]=O)[O:12][N:11]=2)[CH:7]=[CH:8][CH:9]=1)([O-:3])=[O:2].Cl.[CH3:20][O:21][C:22]1[CH:27]=[CH:26][CH:25]=[CH:24][C:23]=1[N:28]1[CH2:33][CH2:32][NH:31][CH2:30][CH2:29]1.[BH-](OC(C)=O)(OC(C)=O)OC(C)=O.[Na+].C(N(C(C)C)CC)(C)C, predict the reaction product. The product is: [CH3:20][O:21][C:22]1[CH:27]=[CH:26][CH:25]=[CH:24][C:23]=1[N:28]1[CH2:33][CH2:32][N:31]([CH2:17][CH2:16][CH2:15][CH:13]2[O:12][N:11]=[C:10]([C:6]3[CH:7]=[CH:8][CH:9]=[C:4]([N+:1]([O-:3])=[O:2])[CH:5]=3)[CH2:14]2)[CH2:30][CH2:29]1. (4) Given the reactants [F:1][C:2]1[C:7]([O:8][CH3:9])=[C:6]([N+:10]([O-])=O)[CH:5]=[CH:4][C:3]=1[C:13]([N:15]1[CH2:20][CH2:19][O:18][CH2:17][CH2:16]1)=[O:14], predict the reaction product. The product is: [NH2:10][C:6]1[CH:5]=[CH:4][C:3]([C:13]([N:15]2[CH2:16][CH2:17][O:18][CH2:19][CH2:20]2)=[O:14])=[C:2]([F:1])[C:7]=1[O:8][CH3:9]. (5) Given the reactants Br[C:2]1[CH:3]=[N:4][C:5]([C:8]2[CH:13]=[CH:12][C:11]([CH2:14][C@H:15]([NH:29][C:30]([C:32]3[S:33][C:34]([C:37]([CH3:40])([CH3:39])[CH3:38])=[CH:35][CH:36]=3)=[O:31])[C:16]([N:18]3[CH2:21][CH:20]([C:22]([O:24][C:25]([CH3:28])([CH3:27])[CH3:26])=[O:23])[CH2:19]3)=[O:17])=[CH:10][CH:9]=2)=[N:6][CH:7]=1.O.O.O.O.O.O.O.O.O.O.C(=O)([O-])[O-].[Na+].[Na+].[OH:57][C:58]1[CH:63]=[CH:62][C:61](B(O)O)=[CH:60][CH:59]=1, predict the reaction product. The product is: [C:37]([C:34]1[S:33][C:32]([C:30]([NH:29][C@@H:15]([CH2:14][C:11]2[CH:12]=[CH:13][C:8]([C:5]3[N:4]=[CH:3][C:2]([C:61]4[CH:62]=[CH:63][C:58]([OH:57])=[CH:59][CH:60]=4)=[CH:7][N:6]=3)=[CH:9][CH:10]=2)[C:16]([N:18]2[CH2:21][CH:20]([C:22]([O:24][C:25]([CH3:28])([CH3:27])[CH3:26])=[O:23])[CH2:19]2)=[O:17])=[O:31])=[CH:36][CH:35]=1)([CH3:40])([CH3:39])[CH3:38]. (6) Given the reactants [C:1]([C:3]1[C:4]([NH2:10])=[N:5][C:6]([NH2:9])=[CH:7][CH:8]=1)#[CH:2].[CH2:11]([O:15][CH2:16][C:17]1[CH:22]=[CH:21][C:20]([CH2:23][C:24](Cl)=[N:25][OH:26])=[CH:19][CH:18]=1)[CH2:12][CH2:13][CH3:14].C(N(CC)CC)C, predict the reaction product. The product is: [CH2:11]([O:15][CH2:16][C:17]1[CH:18]=[CH:19][C:20]([CH2:23][C:24]2[CH:2]=[C:1]([C:3]3[C:4]([NH2:10])=[N:5][C:6]([NH2:9])=[CH:7][CH:8]=3)[O:26][N:25]=2)=[CH:21][CH:22]=1)[CH2:12][CH2:13][CH3:14].